This data is from Catalyst prediction with 721,799 reactions and 888 catalyst types from USPTO. The task is: Predict which catalyst facilitates the given reaction. (1) Reactant: [CH:1]1([N:6]2[CH2:11][CH2:10][N:9]([C:12]([C:14]3[CH:15]=[C:16]4[C:20](=[CH:21][CH:22]=3)[NH:19][C:18]([C:23](O)=[O:24])=[CH:17]4)=[O:13])[CH2:8][CH2:7]2)[CH2:5][CH2:4][CH2:3][CH2:2]1.Cl.F[B-](F)(F)F.[N:32]1(OC(N(C)C)=[N+](C)C)[C:36]2[CH:37]=[CH:38][CH:39]=[CH:40][C:35]=2N=N1.N1CCCCCC1.C(N(CC)C(C)C)(C)C. Product: [N:32]1([C:23]([C:18]2[NH:19][C:20]3[C:16]([CH:17]=2)=[CH:15][C:14]([C:12]([N:9]2[CH2:10][CH2:11][N:6]([CH:1]4[CH2:2][CH2:3][CH2:4][CH2:5]4)[CH2:7][CH2:8]2)=[O:13])=[CH:22][CH:21]=3)=[O:24])[CH2:37][CH2:38][CH2:39][CH2:40][CH2:35][CH2:36]1. The catalyst class is: 9. (2) Reactant: [Br:1][C:2]1[O:3][C:4]2[CH:12]=[CH:11][CH:10]=[CH:9][C:5]=2[C:6]=1[CH2:7]Br.C([O-])(O)=[O:14].[Na+]. Product: [Br:1][C:2]1[O:3][C:4]2[CH:12]=[CH:11][CH:10]=[CH:9][C:5]=2[C:6]=1[CH2:7][OH:14]. The catalyst class is: 38. (3) Reactant: [NH:1]1[C:9]2[C:4](=[CH:5][CH:6]=[CH:7][CH:8]=2)[CH:3]=[C:2]1[C:10]1[C:11](=[O:22])[NH:12][N:13]=[C:14]([C:16]2[CH:17]=[N:18][N:19]([CH3:21])[CH:20]=2)[CH:15]=1.[Br:23]N1C(=O)CCC1=O. Product: [Br:23][C:3]1[C:4]2[C:9](=[CH:8][CH:7]=[CH:6][CH:5]=2)[NH:1][C:2]=1[C:10]1[C:11](=[O:22])[NH:12][N:13]=[C:14]([C:16]2[CH:17]=[N:18][N:19]([CH3:21])[CH:20]=2)[CH:15]=1. The catalyst class is: 21. (4) Reactant: [Cl:1][C:2]1[CH:3]=[C:4]([NH:8][C:9]2[N:10]=[CH:11][C:12]([C:20]([N:22]3[CH2:27][CH2:26][O:25][CH2:24][CH2:23]3)=[O:21])=[C:13]3[C:17]([CH3:18])=[CH:16][N:15]([CH3:19])[C:14]=23)[CH:5]=[CH:6][CH:7]=1.Cl. Product: [ClH:1].[Cl:1][C:2]1[CH:3]=[C:4]([NH:8][C:9]2[N:10]=[CH:11][C:12]([C:20]([N:22]3[CH2:23][CH2:24][O:25][CH2:26][CH2:27]3)=[O:21])=[C:13]3[C:17]([CH3:18])=[CH:16][N:15]([CH3:19])[C:14]=23)[CH:5]=[CH:6][CH:7]=1. The catalyst class is: 621. (5) Reactant: O.ON1C2C=CC=CC=2N=N1.C(N(C(C)C)CC)(C)C.CN1CCOCC1.Cl.[CH3:29][N:30]([CH3:39])[CH2:31][CH2:32][CH2:33][N:34]=[C:35]=[N:36][CH2:37][CH3:38]. Product: [CH3:38][CH2:37][N:36]=[C:35]=[N:34][CH2:33][CH2:32][CH2:31][N:30]([CH3:39])[CH3:29]. The catalyst class is: 59. (6) Reactant: [F:1][C:2]1[CH:15]=[CH:14][C:5]2[NH:6][C:7](=O)[C@@H:8]([CH3:12])[NH:9][C:10](=O)[C:4]=2[CH:3]=1.[H-].[Al+3].[Li+].[H-].[H-].[H-].O.[OH-].[Na+]. Product: [F:1][C:2]1[CH:15]=[CH:14][C:5]2[NH:6][CH2:7][C@@H:8]([CH3:12])[NH:9][CH2:10][C:4]=2[CH:3]=1. The catalyst class is: 216. (7) Reactant: [Br:1][C:2]1[CH:3]=[C:4]([C:9]([F:12])([F:11])[F:10])[CH:5]=[C:6](F)[CH:7]=1.Cl.[F:14][C:15]1([F:21])[CH2:20][CH2:19][NH:18][CH2:17][CH2:16]1.C(N(CC)CC)C.C(=O)([O-])[O-].[Cs+].[Cs+]. Product: [Br:1][C:2]1[CH:7]=[C:6]([N:18]2[CH2:19][CH2:20][C:15]([F:21])([F:14])[CH2:16][CH2:17]2)[CH:5]=[C:4]([C:9]([F:12])([F:11])[F:10])[CH:3]=1. The catalyst class is: 148.